Dataset: Forward reaction prediction with 1.9M reactions from USPTO patents (1976-2016). Task: Predict the product of the given reaction. (1) Given the reactants [Br:1][C:2]1[CH:3]=[C:4]([C:9]2[CH:10]=[CH:11][C:12]3[C:13]([CH:17]=2)=[N:14][O:15][N:16]=3)[CH:5]=[C:6]([OH:8])[CH:7]=1.[C:18](=O)([O-])[O-].[K+].[K+].CI.O, predict the reaction product. The product is: [Br:1][C:2]1[CH:3]=[C:4]([C:9]2[CH:10]=[CH:11][C:12]3[C:13]([CH:17]=2)=[N:14][O:15][N:16]=3)[CH:5]=[C:6]([O:8][CH3:18])[CH:7]=1. (2) The product is: [Na+:71].[Na+:71].[Na+:71].[C:1]([CH2:4][CH2:5][CH2:6][CH2:7][CH2:8][N:9]1[C:17]2[C:12](=[CH:13][C:14]([S:18]([OH:21])(=[O:20])=[O:19])=[CH:15][CH:16]=2)[C:11]([CH3:29])([CH2:22][CH2:23][CH2:24][S:25]([OH:28])(=[O:26])=[O:27])/[C:10]/1=[CH:30]\[CH:31]=[CH:32]\[CH:33]=[CH:66]\[C:46]1[C:47]([CH3:65])([CH2:58][CH2:59][CH2:60][S:61]([OH:64])(=[O:63])=[O:62])[C:48]2[C:53](=[CH:52][CH:51]=[C:50]([S:54]([OH:57])(=[O:55])=[O:56])[CH:49]=2)[N+:45]=1[CH2:44][CH2:43][O:42][CH3:41])([OH:3])=[O:2]. Given the reactants [C:1]([CH2:4][CH2:5][CH2:6][CH2:7][CH2:8][N+:9]1[C:17]2[C:12](=[CH:13][C:14]([S:18]([OH:21])(=[O:20])=[O:19])=[CH:15][CH:16]=2)[C:11]([CH3:29])([CH2:22][CH2:23][CH2:24][S:25]([OH:28])(=[O:27])=[O:26])[C:10]=1/[CH:30]=[CH:31]/[CH:32]=[CH:33]/NC1C=CC=CC=1)([OH:3])=[O:2].[CH3:41][O:42][CH2:43][CH2:44][N+:45]1[C:53]2[C:48](=[CH:49][C:50]([S:54]([OH:57])(=[O:56])=[O:55])=[CH:51][CH:52]=2)[C:47]([CH3:65])([CH2:58][CH2:59][CH2:60][S:61]([OH:64])(=[O:63])=[O:62])[C:46]=1[CH3:66].C([O-])(=O)C.[Na+:71].C(OCC)C, predict the reaction product. (3) Given the reactants [Cl:1][S:2]([OH:5])(=O)=[O:3].[Br:6][C:7]1[CH:8]=[C:9]2[CH:15]=[CH:14][NH:13][C:10]2=[N:11][CH:12]=1, predict the reaction product. The product is: [Br:6][C:7]1[CH:8]=[C:9]2[C:15]([S:2]([Cl:1])(=[O:5])=[O:3])=[CH:14][NH:13][C:10]2=[N:11][CH:12]=1. (4) Given the reactants [C:1]([O:5][C:6](=[O:16])[NH:7][C:8]1[CH:13]=[CH:12][C:11]([CH:14]=O)=[CH:10][CH:9]=1)([CH3:4])([CH3:3])[CH3:2].Cl.[NH2:18][OH:19].C([O-])(=O)C.[Na+].O, predict the reaction product. The product is: [C:1]([O:5][C:6](=[O:16])[NH:7][C:8]1[CH:13]=[CH:12][C:11]([CH:14]=[N:18][OH:19])=[CH:10][CH:9]=1)([CH3:4])([CH3:3])[CH3:2]. (5) Given the reactants [CH2:1]([O:3][C:4](=[O:28])[N:5]([C:13]1[CH:18]=[C:17]([N:19]2[CH:23]=[CH:22][CH:21]=[N:20]2)[N:16]=[C:15]([NH2:24])[C:14]=1[N+:25]([O-])=O)[CH2:6][C:7]1[CH:12]=[CH:11][CH:10]=[CH:9][CH:8]=1)[CH3:2], predict the reaction product. The product is: [CH2:1]([O:3][C:4](=[O:28])[N:5]([CH2:6][C:7]1[CH:8]=[CH:9][CH:10]=[CH:11][CH:12]=1)[C:13]1[CH:18]=[C:17]([N:19]2[CH:23]=[CH:22][CH:21]=[N:20]2)[N:16]=[C:15]([NH2:24])[C:14]=1[NH2:25])[CH3:2]. (6) Given the reactants [C:1]([O:5][C:6](=[O:30])[N:7]([CH2:25][CH2:26][CH:27]([CH3:29])[CH3:28])[CH2:8][C:9]1[CH:14]=[CH:13][C:12]([C:15]2[CH:20]=[CH:19][C:18]([N+:21]([O-])=O)=[CH:17][CH:16]=2)=[C:11]([CH3:24])[CH:10]=1)([CH3:4])([CH3:3])[CH3:2].[H][H], predict the reaction product. The product is: [C:1]([O:5][C:6](=[O:30])[N:7]([CH2:8][C:9]1[CH:14]=[CH:13][C:12]([C:15]2[CH:20]=[CH:19][C:18]([NH2:21])=[CH:17][CH:16]=2)=[C:11]([CH3:24])[CH:10]=1)[CH2:25][CH2:26][CH:27]([CH3:29])[CH3:28])([CH3:2])([CH3:3])[CH3:4].